This data is from Full USPTO retrosynthesis dataset with 1.9M reactions from patents (1976-2016). The task is: Predict the reactants needed to synthesize the given product. (1) Given the product [CH3:28][C:29]1([CH3:41])[CH2:33][C:32]2[CH:34]=[C:35]([N:4]3[C:5](=[O:27])[C:6]([CH2:12][C:13]4[CH:18]=[CH:17][C:16]([C:19]5[C:20]([C:25]#[N:26])=[CH:21][CH:22]=[CH:23][CH:24]=5)=[CH:15][CH:14]=4)=[C:7]([CH2:9][CH2:10][CH3:11])[N:8]=[C:3]3[CH2:1][CH3:2])[CH:36]=[CH:37][C:31]=2[O:30]1, predict the reactants needed to synthesize it. The reactants are: [CH2:1]([C:3]1[NH:4][C:5](=[O:27])[C:6]([CH2:12][C:13]2[CH:18]=[CH:17][C:16]([C:19]3[C:20]([C:25]#[N:26])=[CH:21][CH:22]=[CH:23][CH:24]=3)=[CH:15][CH:14]=2)=[C:7]([CH2:9][CH2:10][CH3:11])[N:8]=1)[CH3:2].[CH3:28][C:29]1([CH3:41])[CH2:33][C:32]2[CH:34]=[C:35](B(O)O)[CH:36]=[CH:37][C:31]=2[O:30]1.N1C=CC=CC=1.C(N(CC)CC)C. (2) The reactants are: P(Cl)(Cl)([Cl:3])=O.[CH2:6]([O:13][C:14]1[CH:15]=[C:16]2[C:21](=[CH:22][C:23]=1[O:24][CH3:25])[N:20]=[CH:19][NH:18][C:17]2=O)[C:7]1[CH:12]=[CH:11][CH:10]=[CH:9][CH:8]=1.C(N(C(C)C)CC)(C)C.[OH-].[Na+]. Given the product [CH2:6]([O:13][C:14]1[CH:15]=[C:16]2[C:21](=[CH:22][C:23]=1[O:24][CH3:25])[N:20]=[CH:19][N:18]=[C:17]2[Cl:3])[C:7]1[CH:12]=[CH:11][CH:10]=[CH:9][CH:8]=1, predict the reactants needed to synthesize it. (3) Given the product [NH2:24][C:11]1[CH:12]=[CH:13][C:14]([CH2:15][C:16]2[CH:21]=[CH:20][C:19]([O:22][CH3:23])=[CH:18][CH:17]=2)=[C:9]([OH:8])[CH:10]=1, predict the reactants needed to synthesize it. The reactants are: C([O:8][C:9]1[CH:10]=[C:11]([NH:24]C(=O)OCC2C=CC=CC=2)[CH:12]=[CH:13][C:14]=1[CH2:15][C:16]1[CH:21]=[CH:20][C:19]([O:22][CH3:23])=[CH:18][CH:17]=1)C1C=CC=CC=1.CO.O1CCCC1. (4) Given the product [CH3:15][CH:16]([N:4]1[CH2:5][CH2:6][CH2:7][N:1]([C:8]([O:10][C:11]([CH3:14])([CH3:13])[CH3:12])=[O:9])[CH2:2][CH2:3]1)[CH3:18], predict the reactants needed to synthesize it. The reactants are: [N:1]1([C:8]([O:10][C:11]([CH3:14])([CH3:13])[CH3:12])=[O:9])[CH2:7][CH2:6][CH2:5][NH:4][CH2:3][CH2:2]1.[CH3:15][C:16]([CH3:18])=O.C(O[BH-](OC(=O)C)OC(=O)C)(=O)C.[Na+]. (5) Given the product [F:24][C:2]([F:1])([F:23])[C:45]([OH:47])=[O:46].[CH3:25][NH:44][C:42]([C:38]1[CH:37]=[C:36]([O:22][C:19]2[CH:20]=[CH:21][C:16]([NH:15][C:12]3[NH:11][C:10]([C:7]4[CH:6]=[CH:5][C:4]([O:3][C:2]([F:1])([F:23])[F:24])=[CH:9][CH:8]=4)=[N:14][N:13]=3)=[CH:17][CH:18]=2)[CH:41]=[CH:40][N:39]=1)=[O:43], predict the reactants needed to synthesize it. The reactants are: [F:1][C:2]([F:24])([F:23])[O:3][C:4]1[CH:9]=[CH:8][C:7]([C:10]2[NH:11][C:12]([NH:15][C:16]3[CH:21]=[CH:20][C:19]([OH:22])=[CH:18][CH:17]=3)=[N:13][N:14]=2)=[CH:6][CH:5]=1.[CH3:25][Si]([N-][Si](C)(C)C)(C)C.[K+].Cl[C:36]1[CH:41]=[CH:40][N:39]=[C:38]([C:42]([NH2:44])=[O:43])[CH:37]=1.[C:45]([O-])([O-:47])=[O:46].[K+].[K+]. (6) Given the product [NH2:8][C:9]1[N:10]=[C:11]([NH:26][CH:27]2[CH2:32][CH2:31][N:30]([C:3](=[O:5])[CH3:2])[CH2:29][CH2:28]2)[CH:33]=[CH:13][C:14]=1[C:15](=[O:16])[C:17]1[CH:22]=[C:21]([F:23])[CH:20]=[CH:19][C:18]=1[O:24][CH3:25], predict the reactants needed to synthesize it. The reactants are: F[C:2](F)(F)[C:3]([OH:5])=O.[NH2:8][C:9]1[C:14]([C:15]([C:17]2[CH:22]=[C:21]([F:23])[CH:20]=[CH:19][C:18]=2[O:24][CH3:25])=[O:16])=[CH:13]N=[C:11]([NH:26][CH:27]2[CH2:32][CH2:31][NH:30][CH2:29][CH2:28]2)[N:10]=1.[C:33](Cl)(=O)C. (7) Given the product [CH3:1][C:2]([CH3:19])([CH2:17][OH:18])[CH2:3][CH2:4][CH2:5][CH2:6][S:7]([CH2:8][CH2:9][CH2:10][CH2:11][C:12]([CH3:15])([CH3:16])[CH2:13][OH:14])=[O:20], predict the reactants needed to synthesize it. The reactants are: [CH3:1][C:2]([CH3:19])([CH2:17][OH:18])[CH2:3][CH2:4][CH2:5][CH2:6][S:7][CH2:8][CH2:9][CH2:10][CH2:11][C:12]([CH3:16])([CH3:15])[CH2:13][OH:14].[OH:20]O. (8) The reactants are: [NH2:1][C:2]1[N:3]=[CH:4][S:5][C:6]=1[C:7]([O:9][CH3:10])=[O:8].CCN(CC)CC.[I:18][C:19]1[CH:24]=[CH:23][CH:22]=[CH:21][C:20]=1[CH2:25][S:26](Cl)(=[O:28])=[O:27].O. Given the product [I:18][C:19]1[CH:24]=[CH:23][CH:22]=[CH:21][C:20]=1[CH2:25][S:26]([NH:1][C:2]1[N:3]=[CH:4][S:5][C:6]=1[C:7]([O:9][CH3:10])=[O:8])(=[O:28])=[O:27], predict the reactants needed to synthesize it. (9) The reactants are: [CH:1]1[C:6]([CH2:7][CH2:8][OH:9])=[CH:5][CH:4]=[C:3](Br)[CH:2]=1.[C:11](Cl)([C:24]1[CH:29]=[CH:28][CH:27]=[CH:26][CH:25]=1)([C:18]1[CH:23]=[CH:22][CH:21]=[CH:20][CH:19]=1)C1C=CC=CC=1.COC1C=CC=C([NH2:39])C=1.C(O)=O. Given the product [OH:9][CH2:8][CH2:7][C:6]1[CH:5]=[CH:4][C:3]([NH:39][C:28]2[CH:27]=[CH:26][CH:25]=[C:24]([C:11]3[CH:18]=[CH:23][CH:22]=[CH:21][C:20]=3[CH3:19])[CH:29]=2)=[CH:2][CH:1]=1, predict the reactants needed to synthesize it. (10) Given the product [F:12][C:9]([F:10])([F:11])[C:7]1[CH:6]=[CH:5][C:4]2[S:13][CH:14]=[N:2][C:3]=2[CH:8]=1, predict the reactants needed to synthesize it. The reactants are: Cl.[NH2:2][C:3]1[CH:8]=[C:7]([C:9]([F:12])([F:11])[F:10])[CH:6]=[CH:5][C:4]=1[SH:13].[CH2:14](OC(OCC)OCC)C.